Dataset: Catalyst prediction with 721,799 reactions and 888 catalyst types from USPTO. Task: Predict which catalyst facilitates the given reaction. (1) Reactant: C(Cl)Cl.[C:4]([OH:15])(=O)[C:5]1[CH:13]=[CH:12][C:8](C(O)=O)=[CH:7][CH:6]=1.C([N:18](CC)CC)C.[Cl-].[CH3:24][OH:25]. Product: [O:25]1[C:24]2[CH:13]=[CH:12][CH:8]=[CH:7][C:6]=2[CH2:5][C:4](=[O:15])[NH:18]1. The catalyst class is: 3. (2) Reactant: [N+:1]([C:4]1[CH:5]=[N:6][CH:7]=[CH:8][C:9]=1[N:10]1[CH2:15][CH2:14][N:13]([CH:16]2[CH2:20][CH2:19][O:18][CH2:17]2)[CH2:12][CH2:11]1)([O-])=O. Product: [O:18]1[CH2:19][CH2:20][CH:16]([N:13]2[CH2:14][CH2:15][N:10]([C:9]3[CH:8]=[CH:7][N:6]=[CH:5][C:4]=3[NH2:1])[CH2:11][CH2:12]2)[CH2:17]1. The catalyst class is: 19.